This data is from Forward reaction prediction with 1.9M reactions from USPTO patents (1976-2016). The task is: Predict the product of the given reaction. (1) Given the reactants [Br:1][C:2]1[CH:3]=[N:4][C:5](Cl)=[N:6][CH:7]=1.[NH:9]1[CH:13]=[N:12][CH:11]=[N:10]1.C(=O)([O-])[O-].[K+].[K+], predict the reaction product. The product is: [Br:1][C:2]1[CH:3]=[N:4][C:5]([N:9]2[CH:13]=[N:12][CH:11]=[N:10]2)=[N:6][CH:7]=1. (2) Given the reactants [Br:1][C:2]1[CH:7]=[CH:6][C:5](I)=[CH:4][N:3]=1.C([Li])CCC.[CH3:14][C:15]([CH3:17])=[O:16], predict the reaction product. The product is: [Br:1][C:2]1[N:3]=[CH:4][C:5]([C:15]([OH:16])([CH3:17])[CH3:14])=[CH:6][CH:7]=1.